This data is from Full USPTO retrosynthesis dataset with 1.9M reactions from patents (1976-2016). The task is: Predict the reactants needed to synthesize the given product. (1) The reactants are: [OH-:1].[Na+].[F:3][C:4]1[CH:9]=[CH:8][C:7]([C:10]2[C:11]3[CH2:23][C:22]4[C:17](=[C:18]([O:24][CH3:25])[CH:19]=[CH:20][CH:21]=4)[C:12]=3[N:13]=[C:14]([NH2:16])[N:15]=2)=[CH:6][CH:5]=1. Given the product [NH2:16][C:14]1[N:15]=[C:10]([C:7]2[CH:6]=[CH:5][C:4]([F:3])=[CH:9][CH:8]=2)[C:11]2[C:23](=[O:1])[C:22]3[C:17](=[C:18]([O:24][CH3:25])[CH:19]=[CH:20][CH:21]=3)[C:12]=2[N:13]=1, predict the reactants needed to synthesize it. (2) Given the product [N:1]1([CH2:10][CH2:11][CH2:12][N:13]2[CH2:43][CH2:42][C:16]3([N:20]([C:21]4[CH:26]=[CH:25][CH:24]=[CH:23][CH:22]=4)[CH2:19][N:18]([CH2:27][C:28]4[CH:29]=[C:30]([CH:38]=[CH:39][CH:40]=4)[C:31]([OH:33])=[O:32])[C:17]3=[O:41])[CH2:15][CH2:14]2)[C:9]2[C:4](=[CH:5][CH:6]=[CH:7][CH:8]=2)[CH:3]=[N:2]1, predict the reactants needed to synthesize it. The reactants are: [N:1]1([CH2:10][CH2:11][CH2:12][N:13]2[CH2:43][CH2:42][C:16]3([N:20]([C:21]4[CH:26]=[CH:25][CH:24]=[CH:23][CH:22]=4)[CH2:19][N:18]([CH2:27][C:28]4[CH:29]=[C:30]([CH:38]=[CH:39][CH:40]=4)[C:31]([O:33]C(C)(C)C)=[O:32])[C:17]3=[O:41])[CH2:15][CH2:14]2)[C:9]2[C:4](=[CH:5][CH:6]=[CH:7][CH:8]=2)[CH:3]=[N:2]1.Cl. (3) Given the product [OH:1][CH:2]([CH2:8][C:9](=[O:10])[O-:11])[CH2:3][N+:4]([CH3:7])([CH3:5])[CH3:6], predict the reactants needed to synthesize it. The reactants are: [OH:1][C@H:2]([CH2:8][C:9](=[O:11])[O-:10])[CH2:3][N+:4]([CH3:7])([CH3:6])[CH3:5].N[C@H](C(O)=O)CCCCN. (4) Given the product [C:26]([NH:30][S:31]([C:34]1[CH:39]=[C:38]([C:17]2[CH:18]=[CH:19][CH:20]=[C:15]([CH:13]3[CH2:14][N:10]([S:7]([C:1]4[CH:6]=[CH:5][CH:4]=[CH:3][CH:2]=4)(=[O:9])=[O:8])[C:11](=[O:25])[N:12]3[CH:22]([CH3:24])[CH3:23])[CH:16]=2)[CH:37]=[CH:36][CH:35]=1)(=[O:33])=[O:32])([CH3:29])([CH3:27])[CH3:28], predict the reactants needed to synthesize it. The reactants are: [C:1]1([S:7]([N:10]2[CH2:14][CH:13]([C:15]3[CH:20]=[CH:19][CH:18]=[C:17](Br)[CH:16]=3)[N:12]([CH:22]([CH3:24])[CH3:23])[C:11]2=[O:25])(=[O:9])=[O:8])[CH:6]=[CH:5][CH:4]=[CH:3][CH:2]=1.[C:26]([NH:30][S:31]([C:34]1[CH:35]=[C:36](B(O)O)[CH:37]=[CH:38][CH:39]=1)(=[O:33])=[O:32])([CH3:29])([CH3:28])[CH3:27].C(=O)([O-])[O-].[Na+].[Na+]. (5) Given the product [F:36][C:15]([F:14])([F:35])[O:16][C:17]1[CH:34]=[CH:33][C:20]2[NH:21][C:22]([C:24]3[CH:32]=[CH:31][C:27]([C:28]([NH:11][C:10]4[CH:12]=[CH:13][C:7]([N:4]5[CH2:3][CH2:2][O:1][CH2:6][CH2:5]5)=[CH:8][CH:9]=4)=[O:29])=[CH:26][CH:25]=3)=[N:23][C:19]=2[CH:18]=1, predict the reactants needed to synthesize it. The reactants are: [O:1]1[CH2:6][CH2:5][N:4]([C:7]2[CH:13]=[CH:12][C:10]([NH2:11])=[CH:9][CH:8]=2)[CH2:3][CH2:2]1.[F:14][C:15]([F:36])([F:35])[O:16][C:17]1[CH:34]=[CH:33][C:20]2[NH:21][C:22]([C:24]3[CH:32]=[CH:31][C:27]([C:28]([O-])=[O:29])=[CH:26][CH:25]=3)=[N:23][C:19]=2[CH:18]=1.